Binary Classification. Given a miRNA mature sequence and a target amino acid sequence, predict their likelihood of interaction. From a dataset of Experimentally validated miRNA-target interactions with 360,000+ pairs, plus equal number of negative samples. The protein sequence of the target gene is MCAVLRQPKCVKLRALHSACKFGVAARSCQELLRKGCVRFQLPMPGSRLCLYEDGTEVTDDCFPGLPNDAELLLLTAGETWHGYVSDITRFLSVFNEPHAGVIQAARQLLSDEQAPLRQKLLADLLHHVSQNITAETREQDPSWFEGLESRFRNKSGYLRYSCESRIRGYLREVSAYTSMVDEAAQEEYLRVLGSMCQKLKSVQYNGSYFDRGAEASSRLCTPEGWFSCQGPFDLESCLSKHSINPYGNRESRILFSTWNLDHIIEKKRTVVPTLAEAIQDGREVNWEYFYSLLFTAENL.... The miRNA is hsa-miR-3159 with sequence UAGGAUUACAAGUGUCGGCCAC. Result: 0 (no interaction).